This data is from Reaction yield outcomes from USPTO patents with 853,638 reactions. The task is: Predict the reaction yield, written as a fraction of the theoretical maximum amount of product (1.0 means a 100% yield; for example, 0.34 means a 34% yield). (1) The reactants are [C:1]([OH:7])(=O)[CH2:2][CH2:3][CH2:4][CH3:5].C(N(CC)C(C)C)(C)C.[CH3:17][C:18]1[CH:23]=[C:22]([N:24]2[CH2:29][CH2:28][O:27][CH2:26][CH2:25]2)[CH:21]=[C:20]([CH3:30])[C:19]=1[NH2:31].C(OCC)(=O)C. The catalyst is CN(C)C=O. The product is [CH3:17][C:18]1[CH:23]=[C:22]([N:24]2[CH2:29][CH2:28][O:27][CH2:26][CH2:25]2)[CH:21]=[C:20]([CH3:30])[C:19]=1[NH:31][C:1](=[O:7])[CH2:2][CH2:3][CH2:4][CH3:5]. The yield is 0.400. (2) The reactants are [F:1][C:2]1[CH:7]=[C:6]([N+:8]([O-])=O)[CH:5]=[CH:4][C:3]=1[N:11]1[CH:15]=[C:14]([C:16]([O:18][CH2:19][CH3:20])=[O:17])[CH:13]=[N:12]1.[Cl-].[NH4+]. The catalyst is C(O)C.O.C(OCC)C.[Fe]. The yield is 0.990. The product is [NH2:8][C:6]1[CH:5]=[CH:4][C:3]([N:11]2[CH:15]=[C:14]([C:16]([O:18][CH2:19][CH3:20])=[O:17])[CH:13]=[N:12]2)=[C:2]([F:1])[CH:7]=1. (3) The reactants are [C:1]1([N:7]2[C:19]3[CH:18]=[CH:17][CH:16]=[CH:15][C:14]=3[C:13]3[C:8]2=[CH:9][CH:10]=[CH:11][CH:12]=3)[CH:6]=[CH:5][CH:4]=[CH:3][CH:2]=1.[Br:20]N1C(=O)CCC1=O. The catalyst is C(O)(=O)C. The product is [Br:20][C:16]1[CH:17]=[CH:18][C:19]2[N:7]([C:1]3[CH:2]=[CH:3][CH:4]=[CH:5][CH:6]=3)[C:8]3[C:13]([C:14]=2[CH:15]=1)=[CH:12][CH:11]=[CH:10][CH:9]=3. The yield is 0.880. (4) The reactants are [CH2:1]([N:3]([CH2:15][CH3:16])[C:4]([C:6]1[CH2:11][CH:10]([CH3:12])[CH2:9][CH:8](Br)[C:7]=1O)=[O:5])[CH3:2].[F:17][CH2:18][CH2:19][NH:20][C:21]1[CH:26]=[CH:25][CH:24]=[CH:23][CH:22]=1. The catalyst is CC(O)C.[Cl-].[Zn+2].[Cl-]. The product is [CH2:1]([N:3]([CH2:15][CH3:16])[C:4]([CH:6]1[C:7]2[C:26]3[C:21](=[CH:22][CH:23]=[CH:24][CH:25]=3)[N:20]([CH2:19][CH2:18][F:17])[C:8]=2[CH2:9][CH:10]([CH3:12])[CH2:11]1)=[O:5])[CH3:2]. The yield is 0.170. (5) The reactants are Cl[CH2:2][CH2:3][NH:4][C:5]([NH:7][CH2:8][CH2:9][NH:10][C:11]([C:13]1[N:14]=[N:15][N:16]([C:24]2[CH:29]=[CH:28][C:27]([C:30]([NH:32][CH2:33][C:34]([F:37])([F:36])[F:35])=[O:31])=[CH:26][CH:25]=2)[C:17]=1[CH2:18][CH2:19][CH2:20][CH2:21][CH2:22][F:23])=[O:12])=[O:6].CC(C)([O-])C.[K+].Cl. The catalyst is C1COCC1. The product is [F:23][CH2:22][CH2:21][CH2:20][CH2:19][CH2:18][C:17]1[N:16]([C:24]2[CH:29]=[CH:28][C:27]([C:30]([NH:32][CH2:33][C:34]([F:37])([F:36])[F:35])=[O:31])=[CH:26][CH:25]=2)[N:15]=[N:14][C:13]=1[C:11]([NH:10][CH2:9][CH2:8][N:7]1[CH2:2][CH2:3][NH:4][C:5]1=[O:6])=[O:12]. The yield is 0.140. (6) The catalyst is C(OCC)(=O)C.C([O-])(=O)C.[Pd+2].C([O-])(=O)C.O.C(O)CC. The product is [CH3:1][O:2][C:3]1[CH:8]=[CH:7][CH:6]=[CH:5][C:4]=1[C:13]1[S:17][C:16]([S:18]([NH2:21])(=[O:20])=[O:19])=[CH:15][CH:14]=1. The yield is 0.700. The reactants are [CH3:1][O:2][C:3]1[CH:8]=[CH:7][CH:6]=[CH:5][C:4]=1B(O)O.Br[C:13]1[S:17][C:16]([S:18]([NH2:21])(=[O:20])=[O:19])=[CH:15][CH:14]=1.C1(P(C2C=CC=CC=2)C2C=CC=CC=2)C=CC=CC=1.C([O-])([O-])=O.[Na+].[Na+]. (7) The reactants are C([Mg]Br)C.[C:5]([C:14]1[CH:19]=[C:18]([O:20][CH3:21])[CH:17]=[CH:16][C:15]=1[OH:22])([C:8]1[CH:13]=[CH:12][CH:11]=[CH:10][CH:9]=1)([CH3:7])[CH3:6].[CH2:23]=[O:24].C(N(CC)CC)C. The catalyst is C1COCC1.C1(C)C=CC=CC=1. The product is [C:5]([C:14]1[CH:19]=[C:18]([O:20][CH3:21])[CH:17]=[C:16]([CH:23]=[O:24])[C:15]=1[OH:22])([C:8]1[CH:9]=[CH:10][CH:11]=[CH:12][CH:13]=1)([CH3:7])[CH3:6]. The yield is 0.810.